Dataset: Forward reaction prediction with 1.9M reactions from USPTO patents (1976-2016). Task: Predict the product of the given reaction. The product is: [OH:16][CH2:15][CH2:14][CH2:13][C:8]1[NH:9][C:10]2[CH:11]=[CH:12][C:4]([N+:1]([O-:3])=[O:2])=[C:5]([C:23]([O:25][CH3:26])=[O:24])[C:6]=2[CH:7]=1. Given the reactants [N+:1]([C:4]1[CH:12]=[CH:11][C:10]2[NH:9][C:8]([CH2:13][CH2:14][CH2:15][O:16]C3CCCCO3)=[CH:7][C:6]=2[C:5]=1[C:23]([O:25][CH3:26])=[O:24])([O-:3])=[O:2], predict the reaction product.